Dataset: Reaction yield outcomes from USPTO patents with 853,638 reactions. Task: Predict the reaction yield, written as a fraction of the theoretical maximum amount of product (1.0 means a 100% yield; for example, 0.34 means a 34% yield). The reactants are [CH:1]([CH:4]1[C:11]2[CH:10]=[C:9]([C:12]([O:14]C)=[O:13])[NH:8][C:7]=2[CH2:6][CH2:5]1)([CH3:3])[CH3:2].O.[OH-].[Li+]. No catalyst specified. The product is [CH:1]([CH:4]1[C:11]2[CH:10]=[C:9]([C:12]([OH:14])=[O:13])[NH:8][C:7]=2[CH2:6][CH2:5]1)([CH3:3])[CH3:2]. The yield is 0.210.